Dataset: Reaction yield outcomes from USPTO patents with 853,638 reactions. Task: Predict the reaction yield, written as a fraction of the theoretical maximum amount of product (1.0 means a 100% yield; for example, 0.34 means a 34% yield). (1) The reactants are [C:1]1([S:7]([N:10]2[CH2:15][CH2:14][CH:13]([N:16]3[CH2:21][CH2:20][CH:19]([CH2:22][CH2:23][OH:24])[CH2:18][CH2:17]3)[CH2:12][CH2:11]2)(=[O:9])=[O:8])[CH:6]=[CH:5][CH:4]=[CH:3][CH:2]=1.[CH2:25](Br)[C:26]#[CH:27]. The catalyst is C1COCC1. The product is [C:1]1([S:7]([N:10]2[CH2:11][CH2:12][CH:13]([N:16]3[CH2:21][CH2:20][CH:19]([CH2:22][CH2:23][O:24][CH2:27][C:26]#[CH:25])[CH2:18][CH2:17]3)[CH2:14][CH2:15]2)(=[O:8])=[O:9])[CH:2]=[CH:3][CH:4]=[CH:5][CH:6]=1. The yield is 0.110. (2) The reactants are N(OCCC(C)C)=O.[CH3:9][O:10][C:11]([C:13]1[S:17][C:16](N)=[N:15][CH:14]=1)=[O:12].C(OCC)(=O)C. The catalyst is O1CCOCC1. The product is [CH3:9][O:10][C:11]([C:13]1[S:17][CH:16]=[N:15][CH:14]=1)=[O:12]. The yield is 0.480. (3) The reactants are [S:1](=[O:5])(=O)([OH:3])[OH:2].[CH3:6][N:7]1[C:16]2[C:11](=[CH:12][CH:13]=[CH:14][CH:15]=2)[CH2:10][CH2:9][CH2:8]1. The catalyst is CCOCC. The product is [CH3:6][N:7]1[C:16]2[C:11](=[CH:12][C:13]([S:1]([OH:3])(=[O:5])=[O:2])=[CH:14][CH:15]=2)[CH2:10][CH2:9][CH2:8]1. The yield is 0.340. (4) The reactants are [F:1][C:2]1[CH:10]=[CH:9][CH:8]=[C:7]([C:11]([F:14])([F:13])[F:12])[C:3]=1C(O)=O.P(Cl)(Cl)(Cl)(Cl)Cl.[N-:21]=[N+]=[N-].[Na+].[NH2:25][C:26]1[CH:31]=[CH:30][C:29]([C:32]2[CH:40]=[CH:39][C:38]([C:41]3[NH:42][C:43]([CH3:46])=[CH:44][N:45]=3)=[C:37]3[C:33]=2[CH2:34][NH:35][C:36]3=[O:47])=[C:28]([F:48])[CH:27]=1.C([O:51][CH2:52]C)C. The catalyst is O.C(OCC)(=O)C.C1COCC1. The product is [F:48][C:28]1[CH:27]=[C:26]([NH:25][C:52]([NH:21][C:3]2[C:7]([C:11]([F:12])([F:13])[F:14])=[CH:8][CH:9]=[CH:10][C:2]=2[F:1])=[O:51])[CH:31]=[CH:30][C:29]=1[C:32]1[CH:40]=[CH:39][C:38]([C:41]2[NH:42][C:43]([CH3:46])=[CH:44][N:45]=2)=[C:37]2[C:33]=1[CH2:34][NH:35][C:36]2=[O:47]. The yield is 0.320. (5) The reactants are [CH3:1][C:2]1[O:6][N:5]=[C:4]([C:7](=[S:9])[NH2:8])[CH:3]=1.Br[CH2:11][C:12](=O)[C:13]([O:15][CH2:16][CH3:17])=[O:14].N1C(C)=CC=CC=1C.C(=O)(O)[O-].[Na+]. The catalyst is CC(C)=O.C1COCC1. The product is [CH3:1][C:2]1[O:6][N:5]=[C:4]([C:7]2[S:9][CH:11]=[C:12]([C:13]([O:15][CH2:16][CH3:17])=[O:14])[N:8]=2)[CH:3]=1. The yield is 0.530. (6) The reactants are [F:1][C:2]([F:23])([F:22])[C:3]1[C:4]2[N:5]([CH:19]=[CH:20][N:21]=2)[CH:6]=[C:7]([C:9]2[CH:14]=[CH:13][C:12]([C:15]([F:18])([F:17])[F:16])=[CH:11][CH:10]=2)[CH:8]=1.C([O-])(=O)C.[Na+].[I:29]Cl. The catalyst is C(O)(=O)C. The product is [I:29][C:19]1[N:5]2[CH:6]=[C:7]([C:9]3[CH:14]=[CH:13][C:12]([C:15]([F:18])([F:17])[F:16])=[CH:11][CH:10]=3)[CH:8]=[C:3]([C:2]([F:1])([F:22])[F:23])[C:4]2=[N:21][CH:20]=1. The yield is 0.720.